From a dataset of Blood-brain barrier permeability classification from the B3DB database. Regression/Classification. Given a drug SMILES string, predict its absorption, distribution, metabolism, or excretion properties. Task type varies by dataset: regression for continuous measurements (e.g., permeability, clearance, half-life) or binary classification for categorical outcomes (e.g., BBB penetration, CYP inhibition). Dataset: b3db_classification. (1) The compound is COc1nc(N)nc2c1ncn2[C@@H]1O[C@H](CO)[C@@H](O)[C@@H]1O. The result is 0 (does not penetrate BBB). (2) The molecule is CC(C)NCC(O)COc1ccc(CCOCC2CC2)cc1. The result is 1 (penetrates BBB). (3) The drug is C[C@H](O)C(=O)Nc1c(I)c(C(=O)NC(CO)CO)c(I)c(C(=O)NC(CO)CO)c1I. The result is 0 (does not penetrate BBB). (4) The result is 1 (penetrates BBB). The compound is CCC(=O)C(C[C@H](C)N(C)C)(c1ccccc1)c1ccccc1. (5) The compound is COc1ccc([C@@H]2[C@H](C(N)=S)[C@@H]2S(=O)(=O)c2ccccc2)cc1. The result is 0 (does not penetrate BBB). (6) The result is 1 (penetrates BBB). The drug is CN1CCN(CCC(=O)N2c3ccccc3Sc3ccc(C(F)(F)F)cc32)CC1.